This data is from NCI-60 drug combinations with 297,098 pairs across 59 cell lines. The task is: Regression. Given two drug SMILES strings and cell line genomic features, predict the synergy score measuring deviation from expected non-interaction effect. (1) Drug 1: CC1=C2C(C(=O)C3(C(CC4C(C3C(C(C2(C)C)(CC1OC(=O)C(C(C5=CC=CC=C5)NC(=O)OC(C)(C)C)O)O)OC(=O)C6=CC=CC=C6)(CO4)OC(=O)C)O)C)O. Drug 2: CS(=O)(=O)OCCCCOS(=O)(=O)C. Cell line: HCC-2998. Synergy scores: CSS=29.9, Synergy_ZIP=-7.54, Synergy_Bliss=-2.43, Synergy_Loewe=-48.1, Synergy_HSA=-0.139. (2) Drug 1: C1=NC2=C(N=C(N=C2N1C3C(C(C(O3)CO)O)O)F)N. Drug 2: C1=CN(C=N1)CC(O)(P(=O)(O)O)P(=O)(O)O. Cell line: EKVX. Synergy scores: CSS=0.595, Synergy_ZIP=-1.34, Synergy_Bliss=-2.14, Synergy_Loewe=-1.46, Synergy_HSA=-3.10.